From a dataset of Reaction yield outcomes from USPTO patents with 853,638 reactions. Predict the reaction yield, written as a fraction of the theoretical maximum amount of product (1.0 means a 100% yield; for example, 0.34 means a 34% yield). (1) The reactants are [F:1][C:2]1[CH:7]=[CH:6][C:5]([C:8](=[O:31])[CH:9]([NH:21][C:22]([C:24]2[O:25][CH:26]=[CH:27][C:28](=[O:30])[CH:29]=2)=[O:23])[CH2:10][C:11]2[CH:16]=[CH:15][C:14]([C:17]([F:20])([F:19])[F:18])=[CH:13][CH:12]=2)=[CH:4][CH:3]=1.[BH4-].[Na+].Cl. The catalyst is CO.[Cl-].[Mn+2].[Cl-]. The product is [F:1][C:2]1[CH:3]=[CH:4][C:5]([CH:8]([OH:31])[CH:9]([NH:21][C:22]([C:24]2[O:25][CH:26]=[CH:27][C:28](=[O:30])[CH:29]=2)=[O:23])[CH2:10][C:11]2[CH:16]=[CH:15][C:14]([C:17]([F:20])([F:18])[F:19])=[CH:13][CH:12]=2)=[CH:6][CH:7]=1. The yield is 0.350. (2) The reactants are [Cl:1][C:2]1[CH:3]=[C:4](I)[C:5]([NH2:8])=[N:6][CH:7]=1.[CH3:10][O:11][C:12]1[CH:17]=[CH:16][CH:15]=[CH:14][C:13]=1B(O)O.C(=O)([O-])[O-].[K+].[K+].C1(C)C=CC=CC=1. The catalyst is O. The product is [Cl:1][C:2]1[CH:3]=[C:4]([C:13]2[CH:14]=[CH:15][CH:16]=[CH:17][C:12]=2[O:11][CH3:10])[C:5]([NH2:8])=[N:6][CH:7]=1. The yield is 0.860. (3) The reactants are [C:12]([O:11][C:9](O[C:9]([O:11][C:12]([CH3:15])([CH3:14])[CH3:13])=[O:10])=[O:10])([CH3:15])([CH3:14])[CH3:13].[Br:16][C:17]1[C:18]([O:28][CH3:29])=[C:19]([CH:25]([NH2:27])[CH3:26])[CH:20]=[C:21]([Cl:24])[C:22]=1[CH3:23].C(N(CC)CC)C. The catalyst is O1CCCC1. The product is [C:12]([O:11][C:9](=[O:10])[NH:27][CH:25]([C:19]1[CH:20]=[C:21]([Cl:24])[C:22]([CH3:23])=[C:17]([Br:16])[C:18]=1[O:28][CH3:29])[CH3:26])([CH3:13])([CH3:14])[CH3:15]. The yield is 0.670. (4) The reactants are [F:1][C:2]1[CH:11]=[C:10]([NH:12][S:13]([C:16]2[CH:21]=[CH:20][C:19]([C:22]3[CH:23]=[N:24][C:25]([CH2:28][O:29][CH3:30])=[N:26][CH:27]=3)=[CH:18][CH:17]=2)(=[O:15])=[O:14])[C:9]([F:31])=[CH:8][C:3]=1[C:4]([O:6]C)=[O:5].[OH-].[Li+].Cl. The yield is 0.910. The catalyst is CO. The product is [F:1][C:2]1[CH:11]=[C:10]([NH:12][S:13]([C:16]2[CH:21]=[CH:20][C:19]([C:22]3[CH:27]=[N:26][C:25]([CH2:28][O:29][CH3:30])=[N:24][CH:23]=3)=[CH:18][CH:17]=2)(=[O:15])=[O:14])[C:9]([F:31])=[CH:8][C:3]=1[C:4]([OH:6])=[O:5]. (5) The reactants are [NH2:1][C@@H:2]1[C:11]2[C:6](=[CH:7][CH:8]=[CH:9][CH:10]=2)[C@H:5]([OH:12])[CH2:4][CH2:3]1.[H-].[Na+].F[C:16]1[CH:17]=[CH:18][C:19]2[N:20]([C:22]([N:25]3[CH2:29][CH2:28][CH2:27][C@H:26]3[CH2:30][O:31][Si:32]([CH:39]([CH3:41])[CH3:40])([CH:36]([CH3:38])[CH3:37])[CH:33]([CH3:35])[CH3:34])=[N:23][N:24]=2)[CH:21]=1.N. The catalyst is CN(C=O)C.CO.C(Cl)Cl. The product is [CH:39]([Si:32]([CH:33]([CH3:35])[CH3:34])([CH:36]([CH3:38])[CH3:37])[O:31][CH2:30][C@@H:26]1[CH2:27][CH2:28][CH2:29][N:25]1[C:22]1[N:20]2[CH:21]=[C:16]([O:12][C@H:5]3[C:6]4[C:11](=[CH:10][CH:9]=[CH:8][CH:7]=4)[C@@H:2]([NH2:1])[CH2:3][CH2:4]3)[CH:17]=[CH:18][C:19]2=[N:24][N:23]=1)([CH3:40])[CH3:41]. The yield is 0.280. (6) The reactants are C(N(CC)CC)C.[OH:8][C:9]1[CH:16]=[CH:15][CH:14]=[CH:13][C:10]=1[CH:11]=O.Cl.[NH2:18][OH:19]. The catalyst is C(O)C. The product is [OH:8][C:9]1[CH:16]=[CH:15][CH:14]=[CH:13][C:10]=1/[CH:11]=[N:18]/[OH:19]. The yield is 0.430. (7) The reactants are [CH:1]([CH:4]1[S:9][CH2:8][CH2:7][CH2:6][S:5]1)([CH3:3])[CH3:2].C([Li])CCC.[CH:15](=[O:19])[CH2:16][CH2:17][CH3:18]. The catalyst is O1CCCC1. The product is [CH:1]([C:4]1([CH:15]([OH:19])[CH2:16][CH2:17][CH3:18])[S:9][CH2:8][CH2:7][CH2:6][S:5]1)([CH3:3])[CH3:2]. The yield is 0.850. (8) The reactants are [CH2:1]([C:3]1[CH:4]=[N:5][N:6]([CH3:17])[C:7]=1[C:8]1[CH:9]=[C:10]([C:14]([OH:16])=O)[S:11][C:12]=1[CH3:13])[CH3:2].[NH2:18][C@@H:19]([CH2:32][C:33]1[CH:38]=[CH:37][CH:36]=[CH:35][C:34]=1[C:39]([F:42])([F:41])[F:40])[CH2:20][N:21]1[C:29](=[O:30])[C:28]2[C:23](=[CH:24][CH:25]=[CH:26][CH:27]=2)[C:22]1=[O:31].C(N(C(C)C)CC)(C)C.F[P-](F)(F)(F)(F)F.Br[P+](N1CCCC1)(N1CCCC1)N1CCCC1. The catalyst is ClCCl. The product is [O:30]=[C:29]1[C:28]2[C:23](=[CH:24][CH:25]=[CH:26][CH:27]=2)[C:22](=[O:31])[N:21]1[CH2:20][C@@H:19]([NH:18][C:14]([C:10]1[S:11][C:12]([CH3:13])=[C:8]([C:7]2[N:6]([CH3:17])[N:5]=[CH:4][C:3]=2[CH2:1][CH3:2])[CH:9]=1)=[O:16])[CH2:32][C:33]1[CH:38]=[CH:37][CH:36]=[CH:35][C:34]=1[C:39]([F:41])([F:40])[F:42]. The yield is 0.820.